This data is from CYP1A2 inhibition data for predicting drug metabolism from PubChem BioAssay. The task is: Regression/Classification. Given a drug SMILES string, predict its absorption, distribution, metabolism, or excretion properties. Task type varies by dataset: regression for continuous measurements (e.g., permeability, clearance, half-life) or binary classification for categorical outcomes (e.g., BBB penetration, CYP inhibition). Dataset: cyp1a2_veith. (1) The molecule is O=C([O-])C[C@@H]1CCCc2ccccc2[C@H]1O.[Na+]. The result is 0 (non-inhibitor). (2) The compound is Cc1sc(NC(=O)c2ccco2)c(C(c2cccnc2)N2CCCC2)c1C. The result is 1 (inhibitor). (3) The molecule is COC(=O)[C@@]1(Cc2ccc(OC)cc2)[C@H]2c3cc(C(=O)N(C)C)n(Cc4ccc(C)o4)c3C[C@H]2CN1C(=O)c1ccccc1. The result is 0 (non-inhibitor).